From a dataset of Full USPTO retrosynthesis dataset with 1.9M reactions from patents (1976-2016). Predict the reactants needed to synthesize the given product. (1) Given the product [CH3:24][O:23][N:22]([CH3:21])[C:5]([C@@H:3]1[CH2:4][C@H:2]1[CH3:1])=[O:7], predict the reactants needed to synthesize it. The reactants are: [CH3:1][C@@H:2]1[CH2:4][C@H:3]1[C:5]([OH:7])=O.C(N1C=CN=C1)(N1C=CN=C1)=O.Cl.[CH3:21][NH:22][O:23][CH3:24]. (2) Given the product [Cl:20][C:21]1[CH:26]=[C:25]([Cl:27])[CH:24]=[CH:23][C:22]=1[S:28]([NH:19][C:4]1[CH:5]=[N:6][C:7]([O:8][C:9]2[CH:10]=[N:11][C:12]3[C:17]([CH:18]=2)=[CH:16][CH:15]=[CH:14][CH:13]=3)=[C:2]([Cl:1])[CH:3]=1)(=[O:30])=[O:29], predict the reactants needed to synthesize it. The reactants are: [Cl:1][C:2]1[CH:3]=[C:4]([NH2:19])[CH:5]=[N:6][C:7]=1[O:8][C:9]1[CH:10]=[N:11][C:12]2[C:17]([CH:18]=1)=[CH:16][CH:15]=[CH:14][CH:13]=2.[Cl:20][C:21]1[CH:26]=[C:25]([Cl:27])[CH:24]=[CH:23][C:22]=1[S:28](Cl)(=[O:30])=[O:29].